Task: Predict the product of the given reaction.. Dataset: Forward reaction prediction with 1.9M reactions from USPTO patents (1976-2016) Given the reactants [F:1][C:2]([F:15])([F:14])[CH:3]=[CH:4][S:5]([C:8]1[CH:13]=[CH:12][CH:11]=[CH:10][CH:9]=1)(=[O:7])=[O:6].C(OO)(=[O:18])C.C(=O)([O-])[O-].[K+].[K+], predict the reaction product. The product is: [C:8]1([S:5]([CH:4]2[CH:3]([C:2]([F:1])([F:14])[F:15])[O:18]2)(=[O:6])=[O:7])[CH:9]=[CH:10][CH:11]=[CH:12][CH:13]=1.